Dataset: NCI-60 drug combinations with 297,098 pairs across 59 cell lines. Task: Regression. Given two drug SMILES strings and cell line genomic features, predict the synergy score measuring deviation from expected non-interaction effect. (1) Drug 1: CC1=C(C=C(C=C1)C(=O)NC2=CC(=CC(=C2)C(F)(F)F)N3C=C(N=C3)C)NC4=NC=CC(=N4)C5=CN=CC=C5. Drug 2: CN(C(=O)NC(C=O)C(C(C(CO)O)O)O)N=O. Cell line: RPMI-8226. Synergy scores: CSS=4.85, Synergy_ZIP=-1.24, Synergy_Bliss=-1.39, Synergy_Loewe=5.11, Synergy_HSA=-0.568. (2) Drug 1: CCC1=C2CN3C(=CC4=C(C3=O)COC(=O)C4(CC)O)C2=NC5=C1C=C(C=C5)O. Synergy scores: CSS=29.3, Synergy_ZIP=-5.32, Synergy_Bliss=-11.5, Synergy_Loewe=-49.4, Synergy_HSA=-9.28. Drug 2: CC12CCC3C(C1CCC2OP(=O)(O)O)CCC4=C3C=CC(=C4)OC(=O)N(CCCl)CCCl.[Na+]. Cell line: LOX IMVI. (3) Drug 1: CC(C)(C#N)C1=CC(=CC(=C1)CN2C=NC=N2)C(C)(C)C#N. Drug 2: COC1=NC(=NC2=C1N=CN2C3C(C(C(O3)CO)O)O)N. Cell line: HCT116. Synergy scores: CSS=-2.64, Synergy_ZIP=-5.83, Synergy_Bliss=-12.7, Synergy_Loewe=-15.3, Synergy_HSA=-10.4. (4) Drug 1: CCC1=CC2CC(C3=C(CN(C2)C1)C4=CC=CC=C4N3)(C5=C(C=C6C(=C5)C78CCN9C7C(C=CC9)(C(C(C8N6C)(C(=O)OC)O)OC(=O)C)CC)OC)C(=O)OC.C(C(C(=O)O)O)(C(=O)O)O. Drug 2: COCCOC1=C(C=C2C(=C1)C(=NC=N2)NC3=CC=CC(=C3)C#C)OCCOC.Cl. Cell line: SNB-75. Synergy scores: CSS=38.7, Synergy_ZIP=-0.780, Synergy_Bliss=1.79, Synergy_Loewe=3.93, Synergy_HSA=3.99. (5) Drug 1: C1CC(C1)(C(=O)O)C(=O)O.[NH2-].[NH2-].[Pt+2]. Drug 2: CC1=C2C(C(=O)C3(C(CC4C(C3C(C(C2(C)C)(CC1OC(=O)C(C(C5=CC=CC=C5)NC(=O)C6=CC=CC=C6)O)O)OC(=O)C7=CC=CC=C7)(CO4)OC(=O)C)O)C)OC(=O)C. Cell line: SK-OV-3. Synergy scores: CSS=2.71, Synergy_ZIP=-3.54, Synergy_Bliss=1.08, Synergy_Loewe=-12.6, Synergy_HSA=-0.222. (6) Drug 1: C1CCN(CC1)CCOC2=CC=C(C=C2)C(=O)C3=C(SC4=C3C=CC(=C4)O)C5=CC=C(C=C5)O. Drug 2: CC1=C(C=C(C=C1)C(=O)NC2=CC(=CC(=C2)C(F)(F)F)N3C=C(N=C3)C)NC4=NC=CC(=N4)C5=CN=CC=C5. Cell line: TK-10. Synergy scores: CSS=1.22, Synergy_ZIP=-0.957, Synergy_Bliss=0.440, Synergy_Loewe=-7.19, Synergy_HSA=-2.03. (7) Drug 1: CC1C(C(CC(O1)OC2CC(OC(C2O)C)OC3=CC4=CC5=C(C(=O)C(C(C5)C(C(=O)C(C(C)O)O)OC)OC6CC(C(C(O6)C)O)OC7CC(C(C(O7)C)O)OC8CC(C(C(O8)C)O)(C)O)C(=C4C(=C3C)O)O)O)O. Drug 2: CC12CCC3C(C1CCC2O)C(CC4=C3C=CC(=C4)O)CCCCCCCCCS(=O)CCCC(C(F)(F)F)(F)F. Cell line: CAKI-1. Synergy scores: CSS=25.1, Synergy_ZIP=3.00, Synergy_Bliss=5.60, Synergy_Loewe=-25.8, Synergy_HSA=2.99. (8) Drug 1: CC1=C2C(C(=O)C3(C(CC4C(C3C(C(C2(C)C)(CC1OC(=O)C(C(C5=CC=CC=C5)NC(=O)OC(C)(C)C)O)O)OC(=O)C6=CC=CC=C6)(CO4)OC(=O)C)O)C)O. Drug 2: C1CN(P(=O)(OC1)NCCCl)CCCl. Cell line: A549. Synergy scores: CSS=27.8, Synergy_ZIP=3.81, Synergy_Bliss=9.65, Synergy_Loewe=-17.3, Synergy_HSA=9.15. (9) Drug 1: CCCCC(=O)OCC(=O)C1(CC(C2=C(C1)C(=C3C(=C2O)C(=O)C4=C(C3=O)C=CC=C4OC)O)OC5CC(C(C(O5)C)O)NC(=O)C(F)(F)F)O. Drug 2: CC1CCCC2(C(O2)CC(NC(=O)CC(C(C(=O)C(C1O)C)(C)C)O)C(=CC3=CSC(=N3)C)C)C. Cell line: SNB-75. Synergy scores: CSS=42.1, Synergy_ZIP=-4.58, Synergy_Bliss=-3.61, Synergy_Loewe=-25.5, Synergy_HSA=1.58. (10) Drug 1: CC1C(C(CC(O1)OC2CC(CC3=C2C(=C4C(=C3O)C(=O)C5=C(C4=O)C(=CC=C5)OC)O)(C(=O)CO)O)N)O.Cl. Drug 2: C1=CC(=CC=C1CCC2=CNC3=C2C(=O)NC(=N3)N)C(=O)NC(CCC(=O)O)C(=O)O. Cell line: OVCAR-4. Synergy scores: CSS=19.9, Synergy_ZIP=0.298, Synergy_Bliss=0.0946, Synergy_Loewe=-7.37, Synergy_HSA=-0.0322.